This data is from Forward reaction prediction with 1.9M reactions from USPTO patents (1976-2016). The task is: Predict the product of the given reaction. (1) Given the reactants [CH3:1][N:2]1[C:6]([C:7]2[S:8][CH:9]=[C:10]([C:12]([O:14]CC)=[O:13])[N:11]=2)=[CH:5][CH:4]=[N:3]1.[OH-].[K+], predict the reaction product. The product is: [CH3:1][N:2]1[C:6]([C:7]2[S:8][CH:9]=[C:10]([C:12]([OH:14])=[O:13])[N:11]=2)=[CH:5][CH:4]=[N:3]1. (2) Given the reactants [C:1]([CH2:3][N:4]1[C:9](=[O:10])[C:8]2[C:11]([C:32]3[CH:37]=[CH:36][CH:35]=[CH:34][CH:33]=3)=[C:12]([C:14]3[CH:19]=[CH:18][C:17]([C:20]4([NH:24]C(=O)OC(C)(C)C)[CH2:23][CH2:22][CH2:21]4)=[CH:16][CH:15]=3)[O:13][C:7]=2[N:6]=[C:5]1[S:38][CH3:39])#[N:2].C(O)(C(F)(F)F)=O, predict the reaction product. The product is: [NH2:24][C:20]1([C:17]2[CH:18]=[CH:19][C:14]([C:12]3[O:13][C:7]4[N:6]=[C:5]([S:38][CH3:39])[N:4]([CH2:3][C:1]#[N:2])[C:9](=[O:10])[C:8]=4[C:11]=3[C:32]3[CH:33]=[CH:34][CH:35]=[CH:36][CH:37]=3)=[CH:15][CH:16]=2)[CH2:21][CH2:22][CH2:23]1. (3) Given the reactants [Cl:1][C:2]1[CH:7]=[CH:6][C:5]([NH:8][C:9]2[C:18]3[C:13](=[CH:14][C:15]([O:20][CH3:21])=[C:16]([OH:19])[CH:17]=3)[N:12]=[CH:11][N:10]=2)=[CH:4][CH:3]=1.C([O-])([O-])=O.[K+].[K+].[CH2:28](Br)[CH:29]=[CH2:30], predict the reaction product. The product is: [CH2:30]([O:19][C:16]1[CH:17]=[C:18]2[C:13](=[CH:14][C:15]=1[O:20][CH3:21])[N:12]=[CH:11][N:10]=[C:9]2[NH:8][C:5]1[CH:4]=[CH:3][C:2]([Cl:1])=[CH:7][CH:6]=1)[CH:29]=[CH2:28]. (4) Given the reactants [CH3:1][O:2][C:3](=[O:26])[C:4]1[CH:9]=[CH:8][C:7]([O:10][CH2:11][CH2:12][NH:13][C:14]([C:16]2[O:17][C:18]3[CH:25]=[CH:24][CH:23]=[CH:22][C:19]=3[C:20]=2[CH3:21])=[O:15])=[CH:6][CH:5]=1.N(C(C)(C)C#N)=NC(C)(C)C#N.[Br:39]N1C(=O)CCC1=O, predict the reaction product. The product is: [CH3:1][O:2][C:3](=[O:26])[C:4]1[CH:5]=[CH:6][C:7]([O:10][CH2:11][CH2:12][NH:13][C:14]([C:16]2[O:17][C:18]3[CH:25]=[CH:24][CH:23]=[CH:22][C:19]=3[C:20]=2[CH2:21][Br:39])=[O:15])=[CH:8][CH:9]=1. (5) Given the reactants Cl.Cl.[CH3:3][O:4][C:5]1[CH:6]=[C:7](/[CH:17]=[CH:18]/[C:19]([NH:21][NH2:22])=[O:20])[CH:8]=[CH:9][C:10]=1[N:11]1[CH:15]=[C:14]([CH3:16])[N:13]=[CH:12]1.[F:23][C:24]1[CH:29]=[CH:28][C:27]([N:30]=[C:31]=O)=[CH:26][CH:25]=1.O, predict the reaction product. The product is: [F:23][C:24]1[CH:29]=[CH:28][C:27]([NH:30][C:31]2[O:20][C:19](/[CH:18]=[CH:17]/[C:7]3[CH:8]=[CH:9][C:10]([N:11]4[CH:15]=[C:14]([CH3:16])[N:13]=[CH:12]4)=[C:5]([O:4][CH3:3])[CH:6]=3)=[N:21][N:22]=2)=[CH:26][CH:25]=1. (6) Given the reactants [Cl:1][C:2]1[C:3]2[C:10]3[CH2:11][CH2:12][CH:13]([C:15]([OH:17])=O)[CH2:14][C:9]=3[S:8][C:4]=2[N:5]=[CH:6][N:7]=1.[CH3:18][NH:19][C:20]([CH3:23])([CH3:22])[CH3:21], predict the reaction product. The product is: [C:20]([N:19]([CH3:18])[C:15]([CH:13]1[CH2:12][CH2:11][C:10]2[C:3]3[C:2]([Cl:1])=[N:7][CH:6]=[N:5][C:4]=3[S:8][C:9]=2[CH2:14]1)=[O:17])([CH3:23])([CH3:22])[CH3:21]. (7) Given the reactants C([N-]C(C)C)(C)C.[Li+].[CH2:9]([O:11][C:12](=[O:21])[CH2:13][C:14]1[CH:19]=[CH:18][CH:17]=[C:16]([Cl:20])[CH:15]=1)[CH3:10].I[CH2:23][CH:24]1[CH2:28][CH2:27][CH2:26][CH2:25]1, predict the reaction product. The product is: [CH2:9]([O:11][C:12](=[O:21])[CH:13]([C:14]1[CH:19]=[CH:18][CH:17]=[C:16]([Cl:20])[CH:15]=1)[CH2:23][CH:24]1[CH2:28][CH2:27][CH2:26][CH2:25]1)[CH3:10].